Dataset: Forward reaction prediction with 1.9M reactions from USPTO patents (1976-2016). Task: Predict the product of the given reaction. (1) The product is: [CH3:19][O:18][CH2:17][CH2:16][O:8][C:5]1[CH:6]=[CH:7][C:2]([NH2:1])=[CH:3][CH:4]=1. Given the reactants [NH2:1][C:2]1[CH:7]=[CH:6][C:5]([OH:8])=[CH:4][CH:3]=1.C(=O)([O-])[O-].[K+].[K+].Cl[CH2:16][CH2:17][O:18][CH3:19], predict the reaction product. (2) The product is: [Cl:60][C:57]1[CH:56]=[CH:55][C:54]([NH:53][C:51]2[N:50]([CH3:61])[C:49]3[CH:62]=[C:63]([O:67][CH3:66])[C:46]([O:45][C:8]4([C:6]([OH:7])=[O:5])[CH:13]=[CH:12][CH:11]=[CH:10][NH:9]4)=[CH:47][C:48]=3[N:52]=2)=[CH:59][CH:58]=1. Given the reactants C([O:5][C:6]([C:8]1[CH:13]=[C:12](OC2C(OC)=CC(NC)=C(N)C=2)[CH:11]=[CH:10][N:9]=1)=[O:7])(C)(C)C.NC(N)=S.IC.C(OC(C1C=C([O:45][C:46]2[CH:63]=[CH:62][C:49]3[N:50]([CH3:61])[C:51]([NH:53][C:54]4[CH:59]=[CH:58][C:57]([Cl:60])=[CH:56][CH:55]=4)=[N:52][C:48]=3[CH:47]=2)C=CN=1)=O)(C)(C)C.FC(F)(F)[C:66](O)=[O:67], predict the reaction product. (3) Given the reactants [Cl:1][C:2]1[CH:7]=[C:6]([C:8]([F:11])([F:10])[F:9])[CH:5]=[CH:4][C:3]=1[S:12]([NH:15][C:16]1[CH:21]=[C:20]([Cl:22])[C:19]([OH:23])=[C:18]([Cl:24])[CH:17]=1)(=[O:14])=[O:13].[H-].[Na+].Cl[C:28]1[S:29][C:30]2[CH:36]=[C:35]([N+:37]([O-:39])=[O:38])[CH:34]=[CH:33][C:31]=2[N:32]=1, predict the reaction product. The product is: [Cl:1][C:2]1[CH:7]=[C:6]([C:8]([F:9])([F:11])[F:10])[CH:5]=[CH:4][C:3]=1[S:12]([NH:15][C:16]1[CH:21]=[C:20]([Cl:22])[C:19]([O:23][C:28]2[S:29][C:30]3[CH:36]=[C:35]([N+:37]([O-:39])=[O:38])[CH:34]=[CH:33][C:31]=3[N:32]=2)=[C:18]([Cl:24])[CH:17]=1)(=[O:13])=[O:14]. (4) Given the reactants [C:1]1(C)C=CC=C[CH:2]=1.[C:8]1([CH:15]=[CH:14][CH:13]=[C:11]([OH:12])[CH:10]=1)[OH:9].[C:16]([OH:24])(=O)[C:17]([CH2:19][C:20]([OH:22])=[O:21])=[CH2:18], predict the reaction product. The product is: [OH:9][C:8]1[CH:10]=[C:11]2[C:13]([CH2:18][CH:17]([CH2:19][C:20]([O:22][CH2:1][CH3:2])=[O:21])[C:16](=[O:24])[O:12]2)=[CH:14][CH:15]=1. (5) Given the reactants [NH2:1][N:2]1[C:10]2[C:6]([N:7]3[N:13]([CH2:14][CH2:15][O:16]C)[C:12](=[O:18])[N:11]([CH2:19][CH2:20][N:21]4[CH2:26][CH2:25][N:24]([C:27]5[CH:32]=[CH:31][C:30]([F:33])=[CH:29][CH:28]=5)[CH2:23][CH2:22]4)[CH:8]3[N:9]=2)=[C:5]([C:34]2[O:35][CH:36]=[CH:37][CH:38]=2)[N:4]=[CH:3]1.B(Br)(Br)Br, predict the reaction product. The product is: [NH2:1][N:2]1[C:10]2[C:6]([N:7]3[N:13]([CH2:14][CH2:15][OH:16])[C:12](=[O:18])[N:11]([CH2:19][CH2:20][N:21]4[CH2:22][CH2:23][N:24]([C:27]5[CH:32]=[CH:31][C:30]([F:33])=[CH:29][CH:28]=5)[CH2:25][CH2:26]4)[CH:8]3[N:9]=2)=[C:5]([C:34]2[O:35][CH:36]=[CH:37][CH:38]=2)[N:4]=[CH:3]1. (6) Given the reactants Cl[C:2]1[C:15]2[C:14](=O)[C:13]3[C:8](=[CH:9][CH:10]=[CH:11][CH:12]=3)[C:7](=[O:17])[C:6]=2[C:5]([CH3:18])=[CH:4][CH:3]=1.O.[NH2:20][NH2:21], predict the reaction product. The product is: [CH3:18][C:5]1[CH:4]=[CH:3][C:2]2[NH:20][N:21]=[C:14]3[C:15]=2[C:6]=1[C:7](=[O:17])[C:8]1[CH:9]=[CH:10][CH:11]=[CH:12][C:13]3=1.